The task is: Regression. Given two drug SMILES strings and cell line genomic features, predict the synergy score measuring deviation from expected non-interaction effect.. This data is from NCI-60 drug combinations with 297,098 pairs across 59 cell lines. (1) Drug 1: C1CCN(CC1)CCOC2=CC=C(C=C2)C(=O)C3=C(SC4=C3C=CC(=C4)O)C5=CC=C(C=C5)O. Drug 2: CN1C2=C(C=C(C=C2)N(CCCl)CCCl)N=C1CCCC(=O)O.Cl. Cell line: CCRF-CEM. Synergy scores: CSS=13.2, Synergy_ZIP=14.1, Synergy_Bliss=11.0, Synergy_Loewe=3.68, Synergy_HSA=3.55. (2) Drug 1: CN(C)N=NC1=C(NC=N1)C(=O)N. Drug 2: C1C(C(OC1N2C=NC(=NC2=O)N)CO)O. Cell line: UACC62. Synergy scores: CSS=0.739, Synergy_ZIP=-1.48, Synergy_Bliss=-4.99, Synergy_Loewe=-4.17, Synergy_HSA=-4.18. (3) Drug 1: C1CN1P(=S)(N2CC2)N3CC3. Drug 2: CC12CCC3C(C1CCC2OP(=O)(O)O)CCC4=C3C=CC(=C4)OC(=O)N(CCCl)CCCl.[Na+]. Cell line: RPMI-8226. Synergy scores: CSS=20.5, Synergy_ZIP=-4.60, Synergy_Bliss=-3.01, Synergy_Loewe=-44.1, Synergy_HSA=-1.50. (4) Drug 1: C1CCN(CC1)CCOC2=CC=C(C=C2)C(=O)C3=C(SC4=C3C=CC(=C4)O)C5=CC=C(C=C5)O. Drug 2: N.N.Cl[Pt+2]Cl. Cell line: TK-10. Synergy scores: CSS=-1.54, Synergy_ZIP=0.801, Synergy_Bliss=0.284, Synergy_Loewe=-1.44, Synergy_HSA=-1.26. (5) Drug 1: CC1=C(C=C(C=C1)NC2=NC=CC(=N2)N(C)C3=CC4=NN(C(=C4C=C3)C)C)S(=O)(=O)N.Cl. Drug 2: COC1=NC(=NC2=C1N=CN2C3C(C(C(O3)CO)O)O)N. Cell line: PC-3. Synergy scores: CSS=2.61, Synergy_ZIP=0.296, Synergy_Bliss=2.41, Synergy_Loewe=1.58, Synergy_HSA=1.67. (6) Drug 1: CCC1(CC2CC(C3=C(CCN(C2)C1)C4=CC=CC=C4N3)(C5=C(C=C6C(=C5)C78CCN9C7C(C=CC9)(C(C(C8N6C=O)(C(=O)OC)O)OC(=O)C)CC)OC)C(=O)OC)O.OS(=O)(=O)O. Drug 2: CC1=C(C(CCC1)(C)C)C=CC(=CC=CC(=CC(=O)O)C)C. Cell line: EKVX. Synergy scores: CSS=13.4, Synergy_ZIP=-7.28, Synergy_Bliss=-4.12, Synergy_Loewe=4.11, Synergy_HSA=4.19.